Dataset: Human liver microsome stability data. Task: Regression/Classification. Given a drug SMILES string, predict its absorption, distribution, metabolism, or excretion properties. Task type varies by dataset: regression for continuous measurements (e.g., permeability, clearance, half-life) or binary classification for categorical outcomes (e.g., BBB penetration, CYP inhibition). Dataset: hlm. (1) The drug is C=C[C@@H]1C[C@]1(NC(=O)[C@@H]1C[C@@H](n2cnc(-c3ccccc3)c2)CN1C(=O)[C@@H](NC(=O)OC1CCCC1)C(C)(C)C)C(=O)NS(=O)(=O)C1CC1. The result is 0 (unstable in human liver microsomes). (2) The compound is COc1ccc2nc(NC(=O)C(CC3CCCC3)c3ccc(S(=O)(=O)NCC(=O)O)cc3)sc2n1. The result is 1 (stable in human liver microsomes).